This data is from Reaction yield outcomes from USPTO patents with 853,638 reactions. The task is: Predict the reaction yield, written as a fraction of the theoretical maximum amount of product (1.0 means a 100% yield; for example, 0.34 means a 34% yield). (1) The reactants are [N:1]12[CH2:8][CH2:7][CH:4]([CH2:5][CH2:6]1)[CH:3]([NH2:9])[CH2:2]2.C1N=CN([C:15](N2C=NC=C2)=[O:16])C=1.[CH3:22][O:23][C:24]1[CH:25]=[C:26]([C:30]([NH2:33])([CH3:32])[CH3:31])[CH:27]=[CH:28][CH:29]=1. No catalyst specified. The product is [CH3:22][O:23][C:24]1[CH:25]=[C:26]([C:30]([NH:33][C:15]([NH:9][CH:3]2[CH:4]3[CH2:7][CH2:8][N:1]([CH2:6][CH2:5]3)[CH2:2]2)=[O:16])([CH3:31])[CH3:32])[CH:27]=[CH:28][CH:29]=1. The yield is 0.590. (2) The reactants are [CH:1]1([CH2:4][O:5][NH:6][C:7]([C:9]2[C:22]([NH:23][C:24]3[CH:29]=[CH:28][C:27]([Br:30])=[CH:26][C:25]=3[CH3:31])=[C:21]([F:32])[C:12]3[N:13]=[CH:14][N:15]([CH2:16][CH2:17]CC=C)[C:11]=3[CH:10]=2)=[O:8])[CH2:3][CH2:2]1.O.C[N+]1([O-])CC[O:38]CC1.[CH3:42][C:43]([OH:46])(C)[CH3:44]. The catalyst is C1COCC1.O=[Os](=O)(=O)=O. The product is [CH:1]1([CH2:4][O:5][NH:6][C:7]([C:9]2[C:22]([NH:23][C:24]3[CH:29]=[CH:28][C:27]([Br:30])=[CH:26][C:25]=3[CH3:31])=[C:21]([F:32])[C:12]3[N:13]=[CH:14][N:15]([CH2:16][CH2:17][CH2:42][CH:43]([OH:46])[CH2:44][OH:38])[C:11]=3[CH:10]=2)=[O:8])[CH2:3][CH2:2]1. The yield is 0.740.